Dataset: Reaction yield outcomes from USPTO patents with 853,638 reactions. Task: Predict the reaction yield, written as a fraction of the theoretical maximum amount of product (1.0 means a 100% yield; for example, 0.34 means a 34% yield). (1) The product is [Br:1][C:2]1[CH:3]=[CH:4][C:5]([C:8]2[CH:13]=[CH:12][C:11]([I:14])=[CH:10][CH:9]=2)=[CH:6][CH:7]=1. The reactants are [Br:1][C:2]1[CH:7]=[CH:6][C:5]([C:8]2[CH:13]=[CH:12][CH:11]=[CH:10][CH:9]=2)=[CH:4][CH:3]=1.[I:14](O)(=O)=O.II. The yield is 0.890. The catalyst is C(O)(=O)C.S(=O)(=O)(O)O.O. (2) The reactants are [I:1][C:2]1[CH:3]=[N:4][N:5]([CH2:7][CH2:8][OH:9])[CH:6]=1.C(N(CC)CC)C.[S:17](Cl)([C:20]1[CH:26]=[CH:25][C:23]([CH3:24])=[CH:22][CH:21]=1)(=[O:19])=[O:18]. The catalyst is C(Cl)Cl. The product is [CH3:24][C:23]1[CH:25]=[CH:26][C:20]([S:17]([O:9][CH2:8][CH2:7][N:5]2[CH:6]=[C:2]([I:1])[CH:3]=[N:4]2)(=[O:19])=[O:18])=[CH:21][CH:22]=1. The yield is 0.930.